This data is from Catalyst prediction with 721,799 reactions and 888 catalyst types from USPTO. The task is: Predict which catalyst facilitates the given reaction. (1) Reactant: [NH2:1][C:2]1[CH:7]=[CH:6][C:5](I)=[CH:4][N:3]=1.[C:9]([C:13]1[O:17][N:16]=[C:15]([NH:18][C:19]([NH:21][C:22]2[CH:27]=[CH:26][CH:25]=[C:24]([C:28]#[CH:29])[CH:23]=2)=[O:20])[CH:14]=1)([CH3:12])([CH3:11])[CH3:10]. Product: [NH2:1][C:2]1[N:3]=[CH:4][C:5]([C:29]#[C:28][C:24]2[CH:23]=[C:22]([NH:21][C:19]([NH:18][C:15]3[CH:14]=[C:13]([C:9]([CH3:12])([CH3:11])[CH3:10])[O:17][N:16]=3)=[O:20])[CH:27]=[CH:26][CH:25]=2)=[CH:6][CH:7]=1. The catalyst class is: 3. (2) Reactant: [Cl:1][C:2]1[C:7]([F:8])=[CH:6][C:5]([C:9]2[N:10]=[C:11]([N:20]3[CH2:25][CH2:24][C:23](=O)[CH2:22][CH2:21]3)[C:12]3[CH2:17][S:16](=[O:19])(=[O:18])[CH2:15][C:13]=3[N:14]=2)=[C:4]([F:27])[CH:3]=1.Cl.[NH2:29][CH2:30][CH2:31][CH2:32][C:33]([O:35][CH2:36][CH3:37])=[O:34].ClC(Cl)C.C(O[BH-](OC(=O)C)OC(=O)C)(=O)C.[Na+].C(=O)(O)[O-].[Na+]. Product: [Cl:1][C:2]1[C:7]([F:8])=[CH:6][C:5]([C:9]2[N:10]=[C:11]([N:20]3[CH2:25][CH2:24][CH:23]([NH:29][CH2:30][CH2:31][CH2:32][C:33]([O:35][CH2:36][CH3:37])=[O:34])[CH2:22][CH2:21]3)[C:12]3[CH2:17][S:16](=[O:19])(=[O:18])[CH2:15][C:13]=3[N:14]=2)=[C:4]([F:27])[CH:3]=1. The catalyst class is: 640. (3) Reactant: [S:1]1[C:5]2[CH:6]=[CH:7][CH:8]=[CH:9][C:4]=2[N:3]=[C:2]1[O:10][CH2:11][C:12]([O:14]CC)=[O:13].[OH-].[Na+].Cl. Product: [S:1]1[C:5]2[CH:6]=[CH:7][CH:8]=[CH:9][C:4]=2[N:3]=[C:2]1[O:10][CH2:11][C:12]([OH:14])=[O:13]. The catalyst class is: 5.